This data is from NCI-60 drug combinations with 297,098 pairs across 59 cell lines. The task is: Regression. Given two drug SMILES strings and cell line genomic features, predict the synergy score measuring deviation from expected non-interaction effect. (1) Drug 1: CNC(=O)C1=CC=CC=C1SC2=CC3=C(C=C2)C(=NN3)C=CC4=CC=CC=N4. Drug 2: CC1=C2C(C(=O)C3(C(CC4C(C3C(C(C2(C)C)(CC1OC(=O)C(C(C5=CC=CC=C5)NC(=O)C6=CC=CC=C6)O)O)OC(=O)C7=CC=CC=C7)(CO4)OC(=O)C)O)C)OC(=O)C. Cell line: 786-0. Synergy scores: CSS=47.3, Synergy_ZIP=8.85, Synergy_Bliss=9.97, Synergy_Loewe=-24.0, Synergy_HSA=9.73. (2) Drug 1: C1CN1P(=S)(N2CC2)N3CC3. Drug 2: CC(C)NC(=O)C1=CC=C(C=C1)CNNC.Cl. Cell line: HCC-2998. Synergy scores: CSS=8.45, Synergy_ZIP=3.99, Synergy_Bliss=4.37, Synergy_Loewe=-2.66, Synergy_HSA=1.21. (3) Cell line: SF-268. Drug 2: COC1=C2C(=CC3=C1OC=C3)C=CC(=O)O2. Drug 1: C1CN1P(=S)(N2CC2)N3CC3. Synergy scores: CSS=3.31, Synergy_ZIP=-1.74, Synergy_Bliss=1.67, Synergy_Loewe=-5.29, Synergy_HSA=-0.325. (4) Drug 1: C1=NC2=C(N1)C(=S)N=C(N2)N. Drug 2: C1CNP(=O)(OC1)N(CCCl)CCCl. Cell line: HOP-62. Synergy scores: CSS=38.1, Synergy_ZIP=1.36, Synergy_Bliss=-0.0498, Synergy_Loewe=-23.4, Synergy_HSA=1.30. (5) Drug 1: C1=CC(=CC=C1CC(C(=O)O)N)N(CCCl)CCCl.Cl. Drug 2: CCC1(CC2CC(C3=C(CCN(C2)C1)C4=CC=CC=C4N3)(C5=C(C=C6C(=C5)C78CCN9C7C(C=CC9)(C(C(C8N6C)(C(=O)OC)O)OC(=O)C)CC)OC)C(=O)OC)O.OS(=O)(=O)O. Cell line: NCIH23. Synergy scores: CSS=7.39, Synergy_ZIP=-8.96, Synergy_Bliss=-3.31, Synergy_Loewe=-24.0, Synergy_HSA=-3.03. (6) Drug 1: CS(=O)(=O)CCNCC1=CC=C(O1)C2=CC3=C(C=C2)N=CN=C3NC4=CC(=C(C=C4)OCC5=CC(=CC=C5)F)Cl. Drug 2: CC(C)CN1C=NC2=C1C3=CC=CC=C3N=C2N. Cell line: OVCAR-4. Synergy scores: CSS=-0.733, Synergy_ZIP=1.72, Synergy_Bliss=2.80, Synergy_Loewe=-0.176, Synergy_HSA=-0.0102. (7) Drug 1: C1=NC2=C(N=C(N=C2N1C3C(C(C(O3)CO)O)F)Cl)N. Drug 2: C1=NC(=NC(=O)N1C2C(C(C(O2)CO)O)O)N. Cell line: UO-31. Synergy scores: CSS=28.7, Synergy_ZIP=-4.34, Synergy_Bliss=-0.159, Synergy_Loewe=-0.631, Synergy_HSA=0.0867. (8) Drug 1: CCCS(=O)(=O)NC1=C(C(=C(C=C1)F)C(=O)C2=CNC3=C2C=C(C=N3)C4=CC=C(C=C4)Cl)F. Drug 2: C1C(C(OC1N2C=NC(=NC2=O)N)CO)O. Cell line: OVCAR-4. Synergy scores: CSS=-0.465, Synergy_ZIP=-5.07, Synergy_Bliss=-6.93, Synergy_Loewe=-14.0, Synergy_HSA=-9.09. (9) Drug 1: C1=NC2=C(N=C(N=C2N1C3C(C(C(O3)CO)O)O)F)N. Drug 2: CC(C)CN1C=NC2=C1C3=CC=CC=C3N=C2N. Cell line: 786-0. Synergy scores: CSS=-1.79, Synergy_ZIP=1.07, Synergy_Bliss=0.739, Synergy_Loewe=-1.28, Synergy_HSA=-2.46.